From a dataset of Reaction yield outcomes from USPTO patents with 853,638 reactions. Predict the reaction yield, written as a fraction of the theoretical maximum amount of product (1.0 means a 100% yield; for example, 0.34 means a 34% yield). (1) The reactants are N12CCCN=C1CCCCC2.Cl.[NH2:13][CH2:14][C:15]1[CH:23]=[CH:22][CH:21]=[C:20]2[C:16]=1[C:17](=[O:33])[N:18]([CH:25]1[CH2:30][CH2:29][C:28](=[O:31])[NH:27][C:26]1=[O:32])[C:19]2=[O:24].[C:34]1([CH2:40][C:41](Cl)=[O:42])[CH:39]=[CH:38][CH:37]=[CH:36][CH:35]=1. The catalyst is CC#N. The product is [O:32]=[C:26]1[CH:25]([N:18]2[C:17](=[O:33])[C:16]3[C:20](=[CH:21][CH:22]=[CH:23][C:15]=3[CH2:14][NH:13][C:41](=[O:42])[CH2:40][C:34]3[CH:39]=[CH:38][CH:37]=[CH:36][CH:35]=3)[C:19]2=[O:24])[CH2:30][CH2:29][C:28](=[O:31])[NH:27]1. The yield is 0.550. (2) The reactants are C(N1C=CN=C1)(N1C=CN=C1)=O.[CH3:13][O:14][C:15]1[CH:16]=[C:17]2[C:21](=[CH:22][CH:23]=1)[NH:20][CH:19]=[C:18]2[CH2:24][C:25]([OH:27])=O.[N+:28]([C:31]1[CH:36]=[CH:35][C:34]([N:37]2[CH2:42][CH2:41][NH:40][CH2:39][CH2:38]2)=[CH:33][CH:32]=1)([O-:30])=[O:29]. The catalyst is C1COCC1.CN(C=O)C. The product is [CH3:13][O:14][C:15]1[CH:16]=[C:17]2[C:21](=[CH:22][CH:23]=1)[NH:20][CH:19]=[C:18]2[CH2:24][C:25]([N:40]1[CH2:41][CH2:42][N:37]([C:34]2[CH:33]=[CH:32][C:31]([N+:28]([O-:30])=[O:29])=[CH:36][CH:35]=2)[CH2:38][CH2:39]1)=[O:27]. The yield is 0.910. (3) The reactants are [CH3:1][O:2][C:3](=[O:16])[C:4]1[CH:9]=[CH:8][C:7]([C:10](=[O:12])[CH3:11])=[CH:6][C:5]=1[N+:13]([O-:15])=[O:14].[BH4-].[Na+].O. The catalyst is CO. The product is [CH3:1][O:2][C:3](=[O:16])[C:4]1[CH:9]=[CH:8][C:7]([CH:10]([OH:12])[CH3:11])=[CH:6][C:5]=1[N+:13]([O-:15])=[O:14]. The yield is 0.730. (4) The reactants are [C:1]([C:3]1[CH:8]=[CH:7][C:6]([CH2:9][C:10]([O:12][C:13](C)(C)[CH3:14])=[O:11])=[C:5]([F:17])[CH:4]=1)#[N:2].Cl.O1CCOCC1. The catalyst is CCO. The product is [C:1]([C:3]1[CH:8]=[CH:7][C:6]([CH2:9][C:10]([O:12][CH2:13][CH3:14])=[O:11])=[C:5]([F:17])[CH:4]=1)#[N:2]. The yield is 0.990. (5) The reactants are [C:1](#[N:3])[CH3:2].C([Li])CCC.CN(/[CH:12]=[N:13]/[C:14]1[C:23]([C:24]([O:26]C)=O)=[CH:22][C:21]2[C:16](=[CH:17][C:18]([O:30][CH3:31])=[C:19]([O:28][CH3:29])[CH:20]=2)[N:15]=1)C.C(O)(=O)C. The catalyst is O1CCCC1. The product is [CH3:29][O:28][C:19]1[C:18]([O:30][CH3:31])=[CH:17][C:16]2=[N:15][C:14]3[NH:13][CH:12]=[C:2]([C:1]#[N:3])[C:24](=[O:26])[C:23]=3[CH:22]=[C:21]2[CH:20]=1. The yield is 0.440. (6) The reactants are C(O[C:5]([C:7]1[N:8]([NH:12][CH2:13][CH2:14][CH:15]([CH3:17])[CH3:16])[CH:9]=[CH:10][CH:11]=1)=[O:6])C=C.[CH3:18][S:19]([N:22]([CH3:39])[C:23]1[CH:38]=[CH:37][C:26]2[NH:27][C:28]([CH2:33][C:34](O)=[O:35])=[CH:29][S:30](=[O:32])(=[O:31])[C:25]=2[CH:24]=1)(=[O:21])=[O:20].[O-]CC.[Na+].C(O)C. The catalyst is ClCCl.CN(C)C=O. The product is [OH:6][C:5]1[C:7]2[N:8]([CH:9]=[CH:10][CH:11]=2)[N:12]([CH2:13][CH2:14][CH:15]([CH3:16])[CH3:17])[C:34](=[O:35])[C:33]=1[C:28]1[NH:27][C:26]2[CH:37]=[CH:38][C:23]([N:22]([CH3:39])[S:19]([CH3:18])(=[O:21])=[O:20])=[CH:24][C:25]=2[S:30](=[O:31])(=[O:32])[CH:29]=1. The yield is 0.250. (7) The reactants are [CH2:1]([NH:3][C:4]([NH:6][C:7]1[N:12]=[CH:11][C:10]([C:13]2[C:14]([O:23][CH2:24][CH:25]3[CH2:30][CH2:29][O:28][CH2:27][CH2:26]3)=[N:15][CH:16]=[C:17]([C:19](OC)=[O:20])[CH:18]=2)=[C:9]([C:31]2[S:32][CH:33]=[C:34]([C:36]([F:39])([F:38])[F:37])[N:35]=2)[CH:8]=1)=[O:5])[CH3:2].O.[NH2:41][NH2:42].C(OCC)C. The catalyst is C(O)C. The product is [CH2:1]([NH:3][C:4]([NH:6][C:7]1[N:12]=[CH:11][C:10]([C:13]2[C:14]([O:23][CH2:24][CH:25]3[CH2:26][CH2:27][O:28][CH2:29][CH2:30]3)=[N:15][CH:16]=[C:17]([C:19]([NH:41][NH2:42])=[O:20])[CH:18]=2)=[C:9]([C:31]2[S:32][CH:33]=[C:34]([C:36]([F:38])([F:37])[F:39])[N:35]=2)[CH:8]=1)=[O:5])[CH3:2]. The yield is 0.660. (8) The reactants are [NH2:1][CH2:2][CH2:3][CH2:4][CH2:5][CH2:6][C:7]([OH:9])=[O:8].[OH-].[Na+].[CH3:12][S:13](Cl)(=[O:15])=[O:14].Cl. The catalyst is O. The product is [CH3:12][S:13]([NH:1][CH2:2][CH2:3][CH2:4][CH2:5][CH2:6][C:7]([OH:9])=[O:8])(=[O:15])=[O:14]. The yield is 0.140.